This data is from Catalyst prediction with 721,799 reactions and 888 catalyst types from USPTO. The task is: Predict which catalyst facilitates the given reaction. (1) Reactant: Cl.[Cl:2][C:3]1[CH:4]=[C:5]2[C:9](=[CH:10][CH:11]=1)[NH:8][CH:7]=[C:6]2[C:12]1[CH2:13][CH2:14][N:15]([CH:18]2[CH2:23][CH2:22][C:21]([N:30]([CH3:32])[CH3:31])([C:24]3[CH:29]=[CH:28][CH:27]=[CH:26][CH:25]=3)[CH2:20][CH2:19]2)[CH2:16][CH:17]=1.[Cl:33][Si](C)(C)C. Product: [ClH:2].[ClH:33].[Cl:2][C:3]1[CH:4]=[C:5]2[C:9](=[CH:10][CH:11]=1)[NH:8][CH:7]=[C:6]2[C:12]1[CH2:13][CH2:14][N:15]([CH:18]2[CH2:23][CH2:22][C:21]([N:30]([CH3:32])[CH3:31])([C:24]3[CH:29]=[CH:28][CH:27]=[CH:26][CH:25]=3)[CH2:20][CH2:19]2)[CH2:16][CH:17]=1. The catalyst class is: 573. (2) Reactant: [Cl:1][C:2]1[CH:7]=[C:6]([Cl:8])[CH:5]=[C:4]([Cl:9])[C:3]=1[C:10]1[C:11]([OH:16])=[CH:12][CH:13]=[CH:14][CH:15]=1.C(=O)([O-])[O-].[K+].[K+].C(Br)C=C.[CH2:27]([O:30]CC=C)[CH:28]=[CH2:29].C(C1C(C(F)(F)F)=CC=C(Cl)C=1O)C=C.C(C1C=CC=C(C2C(Cl)=CC(Cl)=CC=2Cl)C=1O)C=C.ClC1C=C(C=CC=1)C(OO)=O.ClC1C2OC(CO)CC=2C(C(F)(F)F)=CC=1. Product: [Cl:1][C:2]1[CH:7]=[C:6]([Cl:8])[CH:5]=[C:4]([Cl:9])[C:3]=1[C:10]1[C:11]2[O:16][CH:28]([CH2:27][OH:30])[CH2:29][C:12]=2[CH:13]=[CH:14][CH:15]=1. The catalyst class is: 728. (3) Reactant: [CH2:1]([C:3]1(O)[CH2:8][CH:7]2[CH2:9][CH:4]1[CH2:5][CH2:6]2)[CH3:2].O.C1(C)C=CC(S(O)(=O)=O)=CC=1. Product: [CH:1](=[C:3]1[CH2:8][CH:7]2[CH2:9][CH:4]1[CH2:5][CH2:6]2)[CH3:2]. The catalyst class is: 48. (4) Reactant: Cl.[CH2:2]([O:4][C:5]1[CH:6]=[C:7]([N:12]2[C:16]([CH2:17][NH2:18])=[CH:15][C:14]([C:19]([F:22])([F:21])[F:20])=[N:13]2)[CH:8]=[C:9]([CH3:11])[CH:10]=1)[CH3:3].[F:23][C:24]1[CH:25]=[C:26]([NH:35][C:36](=O)[O:37]C2C=CC=CC=2)[CH:27]=[CH:28][C:29]=1[CH2:30][O:31][CH2:32][CH2:33][OH:34]. Product: [CH2:2]([O:4][C:5]1[CH:6]=[C:7]([N:12]2[C:16]([CH2:17][NH:18][C:36]([NH:35][C:26]3[CH:27]=[CH:28][C:29]([CH2:30][O:31][CH2:32][CH2:33][OH:34])=[C:24]([F:23])[CH:25]=3)=[O:37])=[CH:15][C:14]([C:19]([F:20])([F:21])[F:22])=[N:13]2)[CH:8]=[C:9]([CH3:11])[CH:10]=1)[CH3:3]. The catalyst class is: 10. (5) The catalyst class is: 9. Reactant: [CH3:1][NH:2][C:3]([N:5]1[C:13]2[C:8](=[CH:9][C:10]([O:14][C:15]3[CH:20]=[CH:19][N:18]=[C:17]([NH:21][C:22]([N:24]4[CH2:29][CH2:28][CH:27]([CH2:30][CH2:31][CH2:32][C:33]([OH:35])=O)[CH2:26][CH2:25]4)=[O:23])[CH:16]=3)=[CH:11][CH:12]=2)[CH:7]=[CH:6]1)=[O:4].Cl.CN.F[P-](F)(F)(F)(F)F.[N:46]1(O[P+](N(C)C)(N(C)C)N(C)C)[C:50]2C=CC=CC=2N=N1.C(N(CC)CC)C. Product: [CH3:1][NH:2][C:3]([N:5]1[C:13]2[C:8](=[CH:9][C:10]([O:14][C:15]3[CH:20]=[CH:19][N:18]=[C:17]([NH:21][C:22]([N:24]4[CH2:29][CH2:28][CH:27]([CH2:30][CH2:31][CH2:32][C:33](=[O:35])[NH:46][CH3:50])[CH2:26][CH2:25]4)=[O:23])[CH:16]=3)=[CH:11][CH:12]=2)[CH:7]=[CH:6]1)=[O:4]. (6) Reactant: C(N(CC)CC)C.[NH2:8][C:9]1[N:17]=[C:16]([CH3:18])[CH:15]=[CH:14][C:10]=1[C:11]([OH:13])=O.[F:19][C:20]([F:37])([F:36])[C:21]1[CH:22]=[C:23]([O:27][C:28]2[CH:29]=[C:30]([CH:33]=[CH:34][CH:35]=2)[CH2:31][NH2:32])[CH:24]=[CH:25][CH:26]=1.CN([P+](ON1N=NC2C=CC=CC1=2)(N(C)C)N(C)C)C.F[P-](F)(F)(F)(F)F. Product: [F:19][C:20]([F:36])([F:37])[C:21]1[CH:22]=[C:23]([O:27][C:28]2[CH:29]=[C:30]([CH2:31][NH:32][C:11](=[O:13])[C:10]3[CH:14]=[CH:15][C:16]([CH3:18])=[N:17][C:9]=3[NH2:8])[CH:33]=[CH:34][CH:35]=2)[CH:24]=[CH:25][CH:26]=1. The catalyst class is: 136. (7) Reactant: [CH3:1][O:2][C:3]1[N:8]=[CH:7][C:6]([NH:9][C:10](=[O:12])[CH3:11])=[C:5]([NH:13][C:14]2[CH:19]=[CH:18][C:17]([N:20]3[CH2:23][CH:22]([O:24][CH2:25][CH2:26][O:27]C4CCCCO4)[CH2:21]3)=[CH:16][CH:15]=2)[CH:4]=1.Cl.C(O)(C)C.C(=O)([O-])O.[Na+]. Product: [OH:27][CH2:26][CH2:25][O:24][CH:22]1[CH2:23][N:20]([C:17]2[CH:18]=[CH:19][C:14]([NH:13][C:5]3[CH:4]=[C:3]([O:2][CH3:1])[N:8]=[CH:7][C:6]=3[NH:9][C:10](=[O:12])[CH3:11])=[CH:15][CH:16]=2)[CH2:21]1. The catalyst class is: 5.